From a dataset of Catalyst prediction with 721,799 reactions and 888 catalyst types from USPTO. Predict which catalyst facilitates the given reaction. (1) Reactant: C(N(CC)CC)C.[Cl:8][C:9]1[C:14]2[C:15]([I:18])=[N:16][NH:17][C:13]=2[CH:12]=[C:11]([CH3:19])[N:10]=1.[C:20]1([C:26](Cl)([C:33]2[CH:38]=[CH:37][CH:36]=[CH:35][CH:34]=2)[C:27]2[CH:32]=[CH:31][CH:30]=[CH:29][CH:28]=2)[CH:25]=[CH:24][CH:23]=[CH:22][CH:21]=1.C(Cl)Cl. Product: [Cl:8][C:9]1[C:14]2[C:15]([I:18])=[N:16][N:17]([C:26]([C:20]3[CH:25]=[CH:24][CH:23]=[CH:22][CH:21]=3)([C:33]3[CH:34]=[CH:35][CH:36]=[CH:37][CH:38]=3)[C:27]3[CH:28]=[CH:29][CH:30]=[CH:31][CH:32]=3)[C:13]=2[CH:12]=[C:11]([CH3:19])[N:10]=1. The catalyst class is: 6. (2) Reactant: [CH3:1][O:2][C:3]1[CH:4]=[CH:5][C:6]([CH2:9][C:10]([C:12]2[CH:17]=[C:16]([O:18][CH3:19])[C:15]([O:20][CH3:21])=[C:14]([O:22][CH3:23])[CH:13]=2)=[O:11])=[N:7][CH:8]=1.Br[CH2:25][C:26](=O)[CH2:27][CH3:28].C([O-])(O)=O.[Na+]. Product: [CH2:27]([C:26]1[C:9]([C:10]([C:12]2[CH:17]=[C:16]([O:18][CH3:19])[C:15]([O:20][CH3:21])=[C:14]([O:22][CH3:23])[CH:13]=2)=[O:11])=[C:6]2[N:7]([CH:25]=1)[CH:8]=[C:3]([O:2][CH3:1])[CH:4]=[CH:5]2)[CH3:28]. The catalyst class is: 21. (3) Reactant: C[O:2][C:3]([C:5]1[C@H:9]([CH2:10][O:11][CH2:12][C:13]2[CH:18]=[CH:17][CH:16]=[CH:15][CH:14]=2)[C@@H:8]([O:19][CH2:20][C:21]2[CH:26]=[CH:25][CH:24]=[CH:23][CH:22]=2)[CH2:7][CH:6]=1)=O.[H-].C([Al+]CC(C)C)C(C)C. Product: [C:21]1([CH2:20][O:19][C@@H:8]2[C@@H:9]([CH2:10][O:11][CH2:12][C:13]3[CH:14]=[CH:15][CH:16]=[CH:17][CH:18]=3)[C:5]([CH2:3][OH:2])=[CH:6][CH2:7]2)[CH:22]=[CH:23][CH:24]=[CH:25][CH:26]=1. The catalyst class is: 2. (4) Reactant: [CH2:1]([N:8]1[CH2:13][CH2:12][C:11](=[O:14])[CH2:10][CH2:9]1)[C:2]1[CH:7]=[CH:6][CH:5]=[CH:4][CH:3]=1.CO[CH:17](OC)[N:18]([CH3:20])[CH3:19]. Product: [CH2:1]([N:8]1[CH2:13][CH2:12][C:11](=[O:14])/[C:10](=[CH:17]\[N:18]([CH3:20])[CH3:19])/[CH2:9]1)[C:2]1[CH:3]=[CH:4][CH:5]=[CH:6][CH:7]=1. The catalyst class is: 3. (5) Reactant: [F:1][C:2]([F:9])([F:8])[C:3]([O:5]CC)=O.C[O-].[Na+].[O:13]1[CH:17]=[CH:16][CH:15]=[C:14]1[C:18]1[CH:23]=[CH:22][C:21]([C:24](=[O:26])[CH3:25])=[CH:20][C:19]=1[CH3:27].Cl. Product: [F:9][C:2]([F:1])([F:8])[C:3](=[O:5])[CH2:25][C:24]([C:21]1[CH:22]=[CH:23][C:18]([C:14]2[O:13][CH:17]=[CH:16][CH:15]=2)=[C:19]([CH3:27])[CH:20]=1)=[O:26]. The catalyst class is: 282.